This data is from NCI-60 drug combinations with 297,098 pairs across 59 cell lines. The task is: Regression. Given two drug SMILES strings and cell line genomic features, predict the synergy score measuring deviation from expected non-interaction effect. (1) Drug 1: CC1C(C(CC(O1)OC2CC(CC3=C2C(=C4C(=C3O)C(=O)C5=C(C4=O)C(=CC=C5)OC)O)(C(=O)C)O)N)O.Cl. Drug 2: C1=CC=C(C(=C1)C(C2=CC=C(C=C2)Cl)C(Cl)Cl)Cl. Cell line: OVCAR-5. Synergy scores: CSS=21.0, Synergy_ZIP=-4.29, Synergy_Bliss=2.05, Synergy_Loewe=-21.5, Synergy_HSA=0.174. (2) Drug 1: CC1CCC2CC(C(=CC=CC=CC(CC(C(=O)C(C(C(=CC(C(=O)CC(OC(=O)C3CCCCN3C(=O)C(=O)C1(O2)O)C(C)CC4CCC(C(C4)OC)O)C)C)O)OC)C)C)C)OC. Drug 2: CCC1=C2CN3C(=CC4=C(C3=O)COC(=O)C4(CC)O)C2=NC5=C1C=C(C=C5)O. Cell line: A549. Synergy scores: CSS=20.3, Synergy_ZIP=0.570, Synergy_Bliss=7.41, Synergy_Loewe=-16.5, Synergy_HSA=7.09. (3) Drug 1: C1=CC(=C2C(=C1NCCNCCO)C(=O)C3=C(C=CC(=C3C2=O)O)O)NCCNCCO. Drug 2: C(CC(=O)O)C(=O)CN.Cl. Cell line: A498. Synergy scores: CSS=35.1, Synergy_ZIP=0.408, Synergy_Bliss=1.95, Synergy_Loewe=-12.8, Synergy_HSA=3.24.